This data is from Reaction yield outcomes from USPTO patents with 853,638 reactions. The task is: Predict the reaction yield, written as a fraction of the theoretical maximum amount of product (1.0 means a 100% yield; for example, 0.34 means a 34% yield). (1) The reactants are [Br:1][C:2]1[CH:3]=[C:4]([NH:10][C:11]2[CH:16]=[N:15][C:14]([N:17]3[CH2:22][CH2:21][NH:20][CH2:19][C@@H:18]3[CH3:23])=[CH:13][N:12]=2)[C:5](=[O:9])[N:6]([CH3:8])[CH:7]=1.[O:24]1[CH2:27][C:26](=O)[CH2:25]1.[BH3-]C#N.[Na+]. The catalyst is CO.[Cl-].[Zn+2].[Cl-]. The product is [Br:1][C:2]1[CH:3]=[C:4]([NH:10][C:11]2[CH:16]=[N:15][C:14]([N:17]3[CH2:22][CH2:21][N:20]([CH:26]4[CH2:27][O:24][CH2:25]4)[CH2:19][C@@H:18]3[CH3:23])=[CH:13][N:12]=2)[C:5](=[O:9])[N:6]([CH3:8])[CH:7]=1. The yield is 0.700. (2) The reactants are [O:1]=[C:2]([NH:7][C:8]1[CH:13]=[CH:12][C:11]([O:14][C:15]([F:18])([F:17])[F:16])=[CH:10][CH:9]=1)[CH2:3][C:4]([OH:6])=O.C1C=CC(P(C2C=CC=CC=2)C2C=CC=CC=2)=CC=1.ClC(Cl)(Cl)C#N.[NH2:44][C:45]([C:57]1[CH:62]=[CH:61][C:60]([O:63][CH2:64][CH2:65][CH2:66][C:67]([F:70])([F:69])[F:68])=[CH:59][CH:58]=1)([CH3:56])[CH2:46][C:47]([C:49]1[CH:54]=[CH:53][C:52]([CH3:55])=[CH:51][CH:50]=1)=[O:48].N1C=CC=CC=1. The catalyst is C(Cl)Cl. The product is [O:48]=[C:47]([C:49]1[CH:54]=[CH:53][C:52]([CH3:55])=[CH:51][CH:50]=1)[CH2:46][C:45]([NH:44][C:4](=[O:6])[CH2:3][C:2]([NH:7][C:8]1[CH:13]=[CH:12][C:11]([O:14][C:15]([F:18])([F:17])[F:16])=[CH:10][CH:9]=1)=[O:1])([C:57]1[CH:58]=[CH:59][C:60]([O:63][CH2:64][CH2:65][CH2:66][C:67]([F:68])([F:69])[F:70])=[CH:61][CH:62]=1)[CH3:56]. The yield is 0.330. (3) The reactants are [Cl:1][C:2]([Cl:18])([Cl:17])[CH2:3][O:4][C:5]([NH:7][C:8]1[CH:9]=[C:10]([CH:14]=[CH:15][CH:16]=1)[C:11](O)=[O:12])=[O:6].S(Cl)([Cl:21])=O. The catalyst is C1(C)C=CC=CC=1. The product is [Cl:1][C:2]([Cl:18])([Cl:17])[CH2:3][O:4][C:5]([NH:7][C:8]1[CH:9]=[C:10]([CH:14]=[CH:15][CH:16]=1)[C:11]([Cl:21])=[O:12])=[O:6]. The yield is 0.950. (4) The reactants are [O:1]1[CH2:6][CH2:5][N:4]([CH2:7][CH2:8][O:9][C:10]2[CH:18]=[C:17]3[C:13]([C:14]([C:26]4[CH:31]=[CH:30][C:29]([F:32])=[CH:28][CH:27]=4)=[C:15](C4C=NC=CC=4)[C:16]3=[O:19])=[CH:12][CH:11]=2)[CH2:3][CH2:2]1.O1CCN(CCOC2C=C3C(C(C4C=CC=CC=4)=C(Br)C3=O)=CC=2)CC1.[F:59][C:60]1[CH:61]=[C:62](B(O)O)[CH:63]=[CH:64][C:65]=1[F:66]. No catalyst specified. The product is [O:1]1[CH2:2][CH2:3][N:4]([CH2:7][CH2:8][O:9][C:10]2[CH:18]=[C:17]3[C:13]([C:14]([C:26]4[CH:27]=[CH:28][C:29]([F:32])=[CH:30][CH:31]=4)=[C:15]([C:62]4[CH:63]=[CH:64][C:65]([F:66])=[C:60]([F:59])[CH:61]=4)[C:16]3=[O:19])=[CH:12][CH:11]=2)[CH2:5][CH2:6]1. The yield is 0.810. (5) The reactants are [NH2:1][C:2]1[CH:7]=[CH:6][CH:5]=[CH:4][C:3]=1[C:8]1[NH:12][C:11]([CH3:13])=[C:10]([C:14]([NH2:16])=[O:15])[CH:9]=1.CN(C1C=CC=CN=1)C.[F:26][C:27]1[CH:32]=[C:31]([F:33])[CH:30]=[CH:29][C:28]=1[S:34](Cl)(=[O:36])=[O:35]. The catalyst is O1CCOCC1. The product is [F:26][C:27]1[CH:32]=[C:31]([F:33])[CH:30]=[CH:29][C:28]=1[S:34]([NH:1][C:2]1[CH:7]=[CH:6][CH:5]=[CH:4][C:3]=1[C:8]1[NH:12][C:11]([CH3:13])=[C:10]([C:14]([NH2:16])=[O:15])[CH:9]=1)(=[O:36])=[O:35]. The yield is 0.130. (6) The reactants are CC1(C)[O:6][C@@H:5]([C@@H:7]([OH:34])[C@:8]([F:33])([CH3:32])[C:9](N2[C@@H](C(C)C)C(C3C=CC=CC=3)(C3C=CC=CC=3)OC2=O)=[O:10])[CH2:4][O:3]1.OO.O.[OH-].[Li+].S([O-])([O-])=O.[Na+].[Na+].Cl. The catalyst is O. The product is [F:33][C@:8]1([CH3:32])[C@H:7]([OH:34])[CH:5]([CH2:4][OH:3])[O:6][C:9]1=[O:10]. The yield is 1.00. (7) The reactants are [OH:1][C:2]1([CH3:26])[CH2:7][CH2:6][N:5]([C@H:8]([C:20]2[CH:25]=[CH:24][CH:23]=[CH:22][CH:21]=2)[C:9]([O:11][C@H](C2C=CC=CC=2)C)=[O:10])[CH2:4][CH2:3]1.FC(F)(F)C(O)=O. The catalyst is ClCCl. The product is [OH:1][C:2]1([CH3:26])[CH2:3][CH2:4][N:5]([C@H:8]([C:20]2[CH:25]=[CH:24][CH:23]=[CH:22][CH:21]=2)[C:9]([OH:11])=[O:10])[CH2:6][CH2:7]1. The yield is 0.980. (8) The reactants are [CH3:1][O:2][C:3](=[O:26])[C@@H:4]([NH:15]C(OCC1C=CC=CC=1)=O)[CH2:5][CH2:6][O:7][Si:8]([C:11]([CH3:14])([CH3:13])[CH3:12])([CH3:10])[CH3:9].[H][H]. The catalyst is [Pd].CO. The product is [CH3:1][O:2][C:3](=[O:26])[C@@H:4]([NH2:15])[CH2:5][CH2:6][O:7][Si:8]([C:11]([CH3:12])([CH3:13])[CH3:14])([CH3:9])[CH3:10]. The yield is 0.940.